From a dataset of Full USPTO retrosynthesis dataset with 1.9M reactions from patents (1976-2016). Predict the reactants needed to synthesize the given product. (1) Given the product [C:17]([C:18]1([C:19]([O:21][CH3:22])=[O:20])[CH2:6][CH2:5][O:4][CH2:1][CH2:2]1)(=[O:16])[CH2:23][CH3:24], predict the reactants needed to synthesize it. The reactants are: [CH2:1]([O:4][CH2:5][CH2:6]Cl)[CH2:2]Cl.C(=O)([O-])[O-].[K+].[K+].[I-].[K+].[O:16]=[C:17]([CH2:23][CH3:24])[CH2:18][C:19]([O:21][CH3:22])=[O:20].Cl. (2) Given the product [N:1]1([C:41]([C:40]2[CH:39]=[CH:38][C:37]([CH2:36][N:17]3[C:18]4[C:23](=[CH:22][CH:21]=[CH:20][CH:19]=4)[C:24]4([CH2:28][O:27][C:26]5[CH:29]=[C:30]6[C:34](=[CH:35][C:25]4=5)[CH2:33][CH2:32][O:31]6)[C:16]3=[O:15])=[CH:45][CH:44]=2)=[O:42])[CH2:6][CH2:5][O:4][CH2:3][CH2:2]1, predict the reactants needed to synthesize it. The reactants are: [NH:1]1[CH2:6][CH2:5][O:4][CH2:3][CH2:2]1.C1(CN)CCCCC1.[O:15]=[C:16]1[C:24]2([CH2:28][O:27][C:26]3[CH:29]=[C:30]4[C:34](=[CH:35][C:25]2=3)[CH2:33][CH2:32][O:31]4)[C:23]2[C:18](=[CH:19][CH:20]=[CH:21][CH:22]=2)[N:17]1[CH2:36][C:37]1[CH:45]=[CH:44][C:40]([C:41](O)=[O:42])=[CH:39][CH:38]=1.O=C1C2(COC3C=C4C(=CC2=3)CCO4)C2C(=CC=CC=2)N1CC1C=C(C=CC=1)C(O)=O. (3) Given the product [C:16]1([NH:15][C:2]2[N:7]=[N:6][C:5]([C:8]3[CH:13]=[CH:12][C:11]([OH:14])=[CH:10][CH:9]=3)=[CH:4][CH:3]=2)[CH:21]=[CH:20][CH:19]=[CH:18][CH:17]=1, predict the reactants needed to synthesize it. The reactants are: Cl[C:2]1[N:7]=[N:6][C:5]([C:8]2[CH:13]=[CH:12][C:11]([OH:14])=[CH:10][CH:9]=2)=[CH:4][CH:3]=1.[NH2:15][C:16]1[CH:21]=[CH:20][CH:19]=[CH:18][CH:17]=1. (4) The reactants are: [CH2:1]([O:3][C:4]([C:6]1[NH:7][C:8]([CH3:21])=[C:9]([C:12]2[CH:17]=[CH:16][C:15]([C:18]([OH:20])=O)=[CH:14][CH:13]=2)[C:10]=1[CH3:11])=[O:5])[CH3:2].C(Cl)(=O)C(Cl)=O.[CH3:28][C:29]1[CH:36]=[CH:35][CH:34]=[CH:33][C:30]=1[CH2:31][NH2:32].C(=O)(O)[O-].[Na+]. Given the product [CH2:1]([O:3][C:4]([C:6]1[NH:7][C:8]([CH3:21])=[C:9]([C:12]2[CH:13]=[CH:14][C:15]([C:18](=[O:20])[NH:32][CH2:31][C:30]3[CH:33]=[CH:34][CH:35]=[CH:36][C:29]=3[CH3:28])=[CH:16][CH:17]=2)[C:10]=1[CH3:11])=[O:5])[CH3:2], predict the reactants needed to synthesize it. (5) Given the product [CH3:41][C:39]1[N:38]([S:42]([C:45]2[CH:51]=[CH:50][C:48]([CH3:49])=[CH:47][CH:46]=2)(=[O:44])=[O:43])[C:35]2=[N:36][CH:37]=[C:32]([NH:53][NH:52][C:54]([O:56][C:57]([CH3:60])([CH3:59])[CH3:58])=[O:55])[N:33]=[C:34]2[CH:40]=1, predict the reactants needed to synthesize it. The reactants are: C(P(C(C)(C)C)C1C=CC=CC=1C1C(C(C)C)=CC(C(C)C)=CC=1C(C)C)(C)(C)C.Br[C:32]1[N:33]=[C:34]2[CH:40]=[C:39]([CH3:41])[N:38]([S:42]([C:45]3[CH:51]=[CH:50][C:48]([CH3:49])=[CH:47][CH:46]=3)(=[O:44])=[O:43])[C:35]2=[N:36][CH:37]=1.[NH:52]([C:54]([O:56][C:57]([CH3:60])([CH3:59])[CH3:58])=[O:55])[NH2:53].CC([O-])(C)C.[Na+].